Dataset: Reaction yield outcomes from USPTO patents with 853,638 reactions. Task: Predict the reaction yield, written as a fraction of the theoretical maximum amount of product (1.0 means a 100% yield; for example, 0.34 means a 34% yield). (1) The reactants are [H-].[Na+].[CH3:3][C:4]1[N:5]=[C:6]([CH2:11][CH2:12][CH3:13])[NH:7][C:8](=[O:10])[CH:9]=1.[Li+].[Br-].Br[CH2:17][CH2:18][O:19][C:20]1[CH:27]=[CH:26][C:23]([CH:24]=[O:25])=[CH:22][CH:21]=1. The catalyst is CN(C=O)C.O. The product is [CH3:3][C:4]1[N:5]=[C:6]([CH2:11][CH2:12][CH3:13])[N:7]([CH2:17][CH2:18][O:19][C:20]2[CH:27]=[CH:26][C:23]([CH:24]=[O:25])=[CH:22][CH:21]=2)[C:8](=[O:10])[CH:9]=1. The yield is 0.310. (2) The reactants are [CH2:1]([N:8]1[CH:12]=[CH:11][CH:10]=[C:9]1[C:13]1[N:18]=[C:17](Cl)[N:16]=[C:15](Cl)[N:14]=1)[C:2]1[CH:7]=[CH:6][CH:5]=[CH:4][CH:3]=1.[NH2:21][C:22]1[CH:27]=[CH:26][C:25]([C:28]2[CH:33]=[CH:32][CH:31]=[CH:30][CH:29]=2)=[CH:24][CH:23]=1.C(=O)([O-])[O-].[K+].[K+]. The catalyst is O1CCOCC1.CO. The product is [CH2:1]([N:8]1[CH:12]=[CH:11][CH:10]=[C:9]1[C:13]1[N:18]=[C:17]([NH:21][C:22]2[CH:23]=[CH:24][C:25]([C:28]3[CH:33]=[CH:32][CH:31]=[CH:30][CH:29]=3)=[CH:26][CH:27]=2)[N:16]=[C:15]([NH:21][C:22]2[CH:23]=[CH:24][C:25]([C:28]3[CH:33]=[CH:32][CH:31]=[CH:30][CH:29]=3)=[CH:26][CH:27]=2)[N:14]=1)[C:2]1[CH:7]=[CH:6][CH:5]=[CH:4][CH:3]=1. The yield is 0.570. (3) The reactants are [O:1]=[C:2]1[C:10]2([C:22]3[C:13](=[CH:14][C:15]4[O:20][CH2:19][CH2:18][O:17][C:16]=4[CH:21]=3)[O:12][CH2:11]2)[C:9]2[C:4](=[CH:5][CH:6]=[CH:7][CH:8]=2)[N:3]1[CH2:23][C:24]1[CH:36]=[CH:35][C:27]([O:28][CH2:29][C:30](OCC)=[O:31])=[CH:26][CH:25]=1.[BH4-].[Li+].C(O)(=O)CC(CC(O)=O)(C(O)=O)O. The catalyst is COCCOC. The product is [OH:31][CH2:30][CH2:29][O:28][C:27]1[CH:26]=[CH:25][C:24]([CH2:23][N:3]2[C:4]3[C:9](=[CH:8][CH:7]=[CH:6][CH:5]=3)[C:10]3([C:22]4[C:13](=[CH:14][C:15]5[O:20][CH2:19][CH2:18][O:17][C:16]=5[CH:21]=4)[O:12][CH2:11]3)[C:2]2=[O:1])=[CH:36][CH:35]=1. The yield is 0.630.